Dataset: Choline transporter screen with 302,306 compounds. Task: Binary Classification. Given a drug SMILES string, predict its activity (active/inactive) in a high-throughput screening assay against a specified biological target. The compound is S(=O)(=O)(NCC)c1ccc(CCC(=O)N2CCN(CC2)c2ccc(OC)cc2)cc1. The result is 0 (inactive).